From a dataset of NCI-60 drug combinations with 297,098 pairs across 59 cell lines. Regression. Given two drug SMILES strings and cell line genomic features, predict the synergy score measuring deviation from expected non-interaction effect. (1) Drug 1: C1CCC(CC1)NC(=O)N(CCCl)N=O. Drug 2: C1=CC=C(C=C1)NC(=O)CCCCCCC(=O)NO. Cell line: HCC-2998. Synergy scores: CSS=5.36, Synergy_ZIP=-3.19, Synergy_Bliss=-4.40, Synergy_Loewe=-31.3, Synergy_HSA=-4.85. (2) Drug 1: C(CC(=O)O)C(=O)CN.Cl. Drug 2: CN(C(=O)NC(C=O)C(C(C(CO)O)O)O)N=O. Cell line: UACC62. Synergy scores: CSS=13.0, Synergy_ZIP=-2.52, Synergy_Bliss=-0.0243, Synergy_Loewe=-1.01, Synergy_HSA=1.86. (3) Drug 1: C1=CC(=CC=C1CCCC(=O)O)N(CCCl)CCCl. Drug 2: C(CCl)NC(=O)N(CCCl)N=O. Cell line: SK-OV-3. Synergy scores: CSS=11.2, Synergy_ZIP=-3.83, Synergy_Bliss=-2.32, Synergy_Loewe=-4.72, Synergy_HSA=-3.55.